From a dataset of Catalyst prediction with 721,799 reactions and 888 catalyst types from USPTO. Predict which catalyst facilitates the given reaction. (1) Reactant: [F:1][C:2]1[CH:7]=[CH:6][C:5]([N:8]2[C:16]3[C:11](=[CH:12][C:13]([C:17]([O:19]C)=[O:18])=[CH:14][CH:15]=3)[CH:10]=[CH:9]2)=[CH:4][CH:3]=1.C1COCC1.[OH-].[Li+].Cl. Product: [F:1][C:2]1[CH:3]=[CH:4][C:5]([N:8]2[C:16]3[C:11](=[CH:12][C:13]([C:17]([OH:19])=[O:18])=[CH:14][CH:15]=3)[CH:10]=[CH:9]2)=[CH:6][CH:7]=1. The catalyst class is: 6. (2) Reactant: [I:1][C:2]1[N:6]2[CH:7]=[C:8]([C:11]3[CH:21]=[CH:20][C:14]([C:15]([O:17]CC)=[O:16])=[CH:13][CH:12]=3)[N:9]=[CH:10][C:5]2=[N:4][CH:3]=1.[Li+].[OH-].O. Product: [I:1][C:2]1[N:6]2[CH:7]=[C:8]([C:11]3[CH:12]=[CH:13][C:14]([C:15]([OH:17])=[O:16])=[CH:20][CH:21]=3)[N:9]=[CH:10][C:5]2=[N:4][CH:3]=1. The catalyst class is: 87. (3) Reactant: [Br:1][C:2]1[N:7]=[C:6]([C@@:8]([NH:21][S@@](C(C)(C)C)=O)([CH2:10][C@H:11]([O:16][Si](C)(C)C)[C:12]([F:15])([F:14])[F:13])[CH3:9])[C:5]([F:28])=[CH:4][CH:3]=1.Cl. Product: [NH2:21][C@@:8]([C:6]1[C:5]([F:28])=[CH:4][CH:3]=[C:2]([Br:1])[N:7]=1)([CH3:9])[CH2:10][C@H:11]([OH:16])[C:12]([F:13])([F:14])[F:15]. The catalyst class is: 12. (4) Reactant: [Br:1][C:2]1[CH:3]=[C:4]([C@H:9]([NH:19][S@@](C(C)(C)C)=O)[CH2:10][NH:11][C:12](=[O:18])[O:13][C:14]([CH3:17])([CH3:16])[CH3:15])[CH:5]=[C:6]([F:8])[CH:7]=1.Cl. Product: [NH2:19][C@@H:9]([C:4]1[CH:5]=[C:6]([F:8])[CH:7]=[C:2]([Br:1])[CH:3]=1)[CH2:10][NH:11][C:12](=[O:18])[O:13][C:14]([CH3:16])([CH3:15])[CH3:17]. The catalyst class is: 2. (5) Reactant: [NH2:1][C:2]1[CH:10]=[CH:9][C:8]([I:11])=[CH:7][C:3]=1[C:4]([OH:6])=[O:5].C(=O)(O)[O-].[Na+].[Cl:17][C:18]1[CH:23]=[CH:22][CH:21]=[C:20]([Cl:24])[C:19]=1[N:25]=[C:26]=[O:27].Cl. Product: [Cl:17][C:18]1[CH:23]=[CH:22][CH:21]=[C:20]([Cl:24])[C:19]=1[NH:25][C:26](=[O:27])[NH:1][C:2]1[CH:10]=[CH:9][C:8]([I:11])=[CH:7][C:3]=1[C:4]([OH:6])=[O:5]. The catalyst class is: 38. (6) Reactant: [CH2:1]([O:5][C:6]1[CH:10]=[C:9]([C:11](OC)=[O:12])[N:8]([CH2:15][C:16]2[CH:21]=[CH:20][C:19]([Cl:22])=[CH:18][C:17]=2[Cl:23])[N:7]=1)[CH2:2][CH2:3][CH3:4].[H-].C([Al+]CC(C)C)C(C)C.[Cl-].[NH4+]. Product: [CH2:1]([O:5][C:6]1[CH:10]=[C:9]([CH2:11][OH:12])[N:8]([CH2:15][C:16]2[CH:21]=[CH:20][C:19]([Cl:22])=[CH:18][C:17]=2[Cl:23])[N:7]=1)[CH2:2][CH2:3][CH3:4]. The catalyst class is: 207. (7) Reactant: [NH2:1][C:2]1[CH:3]=[C:4]([CH:7]=[CH:8][C:9]=1[CH3:10])[C:5]#[N:6].[NH2:11][OH:12]. Product: [NH2:1][C:2]1[CH:3]=[C:4]([CH:7]=[CH:8][C:9]=1[CH3:10])[C:5](=[NH:6])[NH:11][OH:12]. The catalyst class is: 14. (8) Reactant: [NH2:1][C@@H:2]([C:13]([NH:15][C@H:16]([C:29]([NH:31][C@H:32]([C:36]([O:38]C)=[O:37])[CH:33]([CH3:35])[CH3:34])=[O:30])[CH2:17][CH2:18][CH2:19][CH2:20][NH:21][C:22]([O:24][C:25]([CH3:28])([CH3:27])[CH3:26])=[O:23])=[O:14])[CH2:3][C:4]1[C:12]2[C:7](=[CH:8][CH:9]=[CH:10][CH:11]=2)[NH:6][CH:5]=1.[OH-].[Na+].Cl. Product: [NH2:1][C@@H:2]([C:13]([NH:15][C@H:16]([C:29]([NH:31][C@H:32]([C:36]([OH:38])=[O:37])[CH:33]([CH3:34])[CH3:35])=[O:30])[CH2:17][CH2:18][CH2:19][CH2:20][NH:21][C:22]([O:24][C:25]([CH3:28])([CH3:26])[CH3:27])=[O:23])=[O:14])[CH2:3][C:4]1[C:12]2[C:7](=[CH:8][CH:9]=[CH:10][CH:11]=2)[NH:6][CH:5]=1. The catalyst class is: 24.